Dataset: Catalyst prediction with 721,799 reactions and 888 catalyst types from USPTO. Task: Predict which catalyst facilitates the given reaction. (1) Reactant: [C:1]1([C:32]2[CH:37]=[CH:36][CH:35]=[CH:34][CH:33]=2)[CH:6]=[CH:5][C:4]([C@@:7]2([S:30][CH3:31])[CH2:11][N:10]([C:12](=[O:26])[C@@H:13]([NH:18][C:19]([O:21][C:22]([CH3:25])([CH3:24])[CH3:23])=[O:20])[C:14]([CH3:17])([CH3:16])[CH3:15])[C@H:9]([C:27]([OH:29])=O)[CH2:8]2)=[CH:3][CH:2]=1.C1(C)C=CC(S(O)(=O)=O)=CC=1.[NH2:49][C@:50]1([C:55]([NH:57][S:58]([CH:61]2[CH2:63][CH2:62]2)(=[O:60])=[O:59])=[O:56])[CH2:52][C@H:51]1[CH:53]=[CH2:54].O.CN(C(ON1N=NC2C=CC=NC1=2)=[N+](C)C)C.F[P-](F)(F)(F)(F)F.C(N(CC)C(C)C)(C)C. Product: [C:1]1([C:32]2[CH:37]=[CH:36][CH:35]=[CH:34][CH:33]=2)[CH:6]=[CH:5][C:4]([C@@:7]2([S:30][CH3:31])[CH2:11][N:10]([C:12](=[O:26])[C@@H:13]([NH:18][C:19](=[O:20])[O:21][C:22]([CH3:25])([CH3:23])[CH3:24])[C:14]([CH3:16])([CH3:17])[CH3:15])[C@H:9]([C:27](=[O:29])[NH:49][C@:50]3([C:55](=[O:56])[NH:57][S:58]([CH:61]4[CH2:63][CH2:62]4)(=[O:60])=[O:59])[CH2:52][C@H:51]3[CH:53]=[CH2:54])[CH2:8]2)=[CH:3][CH:2]=1. The catalyst class is: 2. (2) Reactant: C(O[C:4](=[O:15])[C:5]([CH3:14])([CH3:13])[C:6]([C:8]1[O:9][CH:10]=[CH:11][CH:12]=1)=O)C.[NH:16]([C:18]1[CH:37]=[CH:36][C:21]([C:22]([NH:24][CH:25]2[CH2:30][C:29]([CH3:32])([CH3:31])[N:28]([CH3:33])[C:27]([CH3:35])([CH3:34])[CH2:26]2)=[O:23])=[CH:20][CH:19]=1)[NH2:17]. Product: [O:9]1[CH:10]=[CH:11][CH:12]=[C:8]1[C:6]1[C:5]([CH3:13])([CH3:14])[C:4](=[O:15])[N:16]([C:18]2[CH:37]=[CH:36][C:21]([C:22]([NH:24][CH:25]3[CH2:26][C:27]([CH3:34])([CH3:35])[N:28]([CH3:33])[C:29]([CH3:32])([CH3:31])[CH2:30]3)=[O:23])=[CH:20][CH:19]=2)[N:17]=1. The catalyst class is: 15. (3) Reactant: [N+:1]([C:4]1[CH:16]=[CH:15][C:7]([CH2:8][N:9]2[CH2:14][CH2:13][CH2:12][CH2:11][CH2:10]2)=[CH:6][CH:5]=1)([O-])=O. Product: [NH2:1][C:4]1[CH:16]=[CH:15][C:7]([CH2:8][N:9]2[CH2:14][CH2:13][CH2:12][CH2:11][CH2:10]2)=[CH:6][CH:5]=1. The catalyst class is: 763. (4) Reactant: [C:1]([O:4][CH:5]([CH2:9][O:10][S:11]([C:14]1[CH:20]=[CH:19][C:17]([CH3:18])=[CH:16][CH:15]=1)(=[O:13])=[O:12])[CH2:6][C:7]#[N:8])(=[O:3])[CH3:2]. The catalyst class is: 22. Product: [C:1]([O:4][C@@H:5]([CH2:9][O:10][S:11]([C:14]1[CH:20]=[CH:19][C:17]([CH3:18])=[CH:16][CH:15]=1)(=[O:13])=[O:12])[CH2:6][C:7]#[N:8])(=[O:3])[CH3:2]. (5) Reactant: [O-2:1].[Zr+4:2].[O-2].C([O-])(=O)C([O-])=[O:6].[Sn+4:10].C([O-])(=O)C([O-])=[O:13].C([O-])(=O)C([O-])=[O:19].[NH4+].[NH4+].O.[N+]([O-])([O-])=[O:27].[Pd+2:30].[N+]([O-])([O-])=O.N.N.N.N.[N+]([O-])([O-])=O.[N+]([O-])([O-])=O.[Pt+2:47]. Product: [O-2:6].[Zr+4:2].[Sn+4:10].[Pt+2:47].[Pd+2:30].[O-2:13].[O-2:19].[O-2:27].[O-2:1].[O-2:6]. The catalyst class is: 6. (6) Reactant: [H-].[Na+].[OH:3][C:4]1[CH:11]=[CH:10][C:7]([CH:8]=[O:9])=[CH:6][CH:5]=1.CC1C=CC(S(O[CH2:23][C:24]([F:27])([F:26])[F:25])(=O)=O)=CC=1.O. Product: [F:25][C:24]([F:27])([F:26])[CH2:23][O:3][C:4]1[CH:11]=[CH:10][C:7]([CH:8]=[O:9])=[CH:6][CH:5]=1. The catalyst class is: 39. (7) Reactant: [N+:1]([C:4]1[CH:12]=[CH:11][C:10](Cl)=[CH:9][C:5]=1[C:6]([OH:8])=[O:7])([O-:3])=[O:2].[NH:14]1[CH2:19][CH2:18][NH:17][CH2:16][CH2:15]1.Cl. Product: [N+:1]([C:4]1[CH:12]=[CH:11][C:10]([N:14]2[CH2:19][CH2:18][NH:17][CH2:16][CH2:15]2)=[CH:9][C:5]=1[C:6]([OH:8])=[O:7])([O-:3])=[O:2]. The catalyst class is: 6. (8) Reactant: Cl.[NH2:2][C:3]1[N:10]=[C:9]([C:11]2[C:16]([OH:17])=[CH:15][CH:14]=[CH:13][C:12]=2[O:18][CH2:19][CH:20]2[CH2:22][CH2:21]2)[CH:8]=[C:7]([CH:23]2[CH2:28][CH2:27][CH2:26][NH:25][CH2:24]2)[C:4]=1[C:5]#[N:6].C=O.[C:31]([BH3-])#N.[Na+]. Product: [NH2:2][C:3]1[N:10]=[C:9]([C:11]2[C:16]([OH:17])=[CH:15][CH:14]=[CH:13][C:12]=2[O:18][CH2:19][CH:20]2[CH2:21][CH2:22]2)[CH:8]=[C:7]([CH:23]2[CH2:28][CH2:27][CH2:26][N:25]([CH3:31])[CH2:24]2)[C:4]=1[C:5]#[N:6]. The catalyst class is: 5. (9) Reactant: [Si:1]([O:8][CH2:9][CH2:10][CH2:11][C:12]([O:14][Li])=[O:13])([C:4]([CH3:7])([CH3:6])[CH3:5])([CH3:3])[CH3:2].OS([O-])(=O)=O.[K+]. Product: [Si:1]([O:8][CH2:9][CH2:10][CH2:11][C:12]([OH:14])=[O:13])([C:4]([CH3:7])([CH3:6])[CH3:5])([CH3:3])[CH3:2]. The catalyst class is: 13.